This data is from CYP1A2 inhibition data for predicting drug metabolism from PubChem BioAssay. The task is: Regression/Classification. Given a drug SMILES string, predict its absorption, distribution, metabolism, or excretion properties. Task type varies by dataset: regression for continuous measurements (e.g., permeability, clearance, half-life) or binary classification for categorical outcomes (e.g., BBB penetration, CYP inhibition). Dataset: cyp1a2_veith. (1) The compound is O=C(c1cnccn1)N1CCC[C@@]2(CCN(c3ncccn3)C2)C1. The result is 0 (non-inhibitor). (2) The drug is CCCNC(=S)Nc1ccc(Br)cc1. The result is 1 (inhibitor). (3) The molecule is Cc1nc2c(C(=O)NCc3ccc4c(c3)OCO4)c[nH]n2c(=O)c1Cc1ccccc1F. The result is 1 (inhibitor). (4) The result is 0 (non-inhibitor). The drug is CCN1CCN(S(=O)(=O)c2ccc(Cl)c(C(=O)Nc3nnc(CC(C)C)s3)c2)CC1. (5) The drug is c1ccc2sc(NC3=NCN(C4CCCCCC4)CN3)nc2c1. The result is 0 (non-inhibitor). (6) The compound is COc1ccc(S(=O)(=O)N2CCC[C@H]2C(=O)NC2=NCCS2)cc1. The result is 0 (non-inhibitor). (7) The molecule is Cc1ccc(S(=O)(=O)O)cc1.NCOC(=O)Cc1ccc(Br)cc1. The result is 1 (inhibitor).